Dataset: Catalyst prediction with 721,799 reactions and 888 catalyst types from USPTO. Task: Predict which catalyst facilitates the given reaction. (1) Reactant: [CH2:1]([C:8]1[N:12]([CH3:13])[N:11]=[CH:10][C:9]=1Br)[C:2]1[CH:7]=[CH:6][CH:5]=[CH:4][CH:3]=1.[B:15](OC(C)C)([O:20]C(C)C)[O:16]C(C)C.[Li]CCCC. Product: [CH2:1]([C:8]1[N:12]([CH3:13])[N:11]=[CH:10][C:9]=1[B:15]([OH:20])[OH:16])[C:2]1[CH:7]=[CH:6][CH:5]=[CH:4][CH:3]=1. The catalyst class is: 134. (2) Reactant: C[O:2][C:3](=[O:21])[C@@H:4]([NH:10][C:11]([O:13][CH2:14][C:15]1[CH:20]=[CH:19][CH:18]=[CH:17][CH:16]=1)=[O:12])[CH2:5][Si:6]([CH3:9])([CH3:8])[CH3:7].[OH-].[Na+]. Product: [CH2:14]([O:13][C:11]([NH:10][C@@H:4]([CH2:5][Si:6]([CH3:9])([CH3:8])[CH3:7])[C:3]([OH:21])=[O:2])=[O:12])[C:15]1[CH:16]=[CH:17][CH:18]=[CH:19][CH:20]=1. The catalyst class is: 5. (3) Reactant: C(N(CC)CCCC(NC(=O)OC(C)(C)C)CC)C.CS(O[CH2:25][CH2:26][CH2:27][CH:28]([NH:30][C:31]([O:33][C:34]([CH3:37])([CH3:36])[CH3:35])=[O:32])[CH3:29])(=O)=O.[CH2:38]([NH:41][CH2:42][CH2:43][CH3:44])[CH2:39][CH3:40]. Product: [CH2:38]([N:41]([CH2:42][CH2:43][CH3:44])[CH2:25][CH2:26][CH2:27][CH:28]([NH:30][C:31](=[O:32])[O:33][C:34]([CH3:37])([CH3:36])[CH3:35])[CH3:29])[CH2:39][CH3:40]. The catalyst class is: 23. (4) Reactant: C(Br)(Br)(Br)Br.[CH:6]1C=CC(P(C2C=CC=CC=2)C2C=CC=CC=2)=CC=1.[CH3:25][O:26][C:27]1[CH:28]=[C:29]([CH:32]=[C:33]([O:37][CH3:38])[C:34]=1[O:35][CH3:36])[CH:30]=O.[Li]CCCC.[NH4+].[Cl-]. Product: [C:30]([C:29]1[CH:32]=[C:33]([O:37][CH3:38])[C:34]([O:35][CH3:36])=[C:27]([O:26][CH3:25])[CH:28]=1)#[CH:6]. The catalyst class is: 168. (5) Reactant: C([O:3][C:4](=[O:24])[CH2:5][CH2:6][CH2:7][CH2:8][CH2:9][CH2:10][CH2:11][N:12]([CH3:23])[S:13]([C:16]1[CH:21]=[CH:20][C:19]([CH3:22])=[CH:18][CH:17]=1)(=[O:15])=[O:14])C. Product: [CH3:23][N:12]([S:13]([C:16]1[CH:21]=[CH:20][C:19]([CH3:22])=[CH:18][CH:17]=1)(=[O:15])=[O:14])[CH2:11][CH2:10][CH2:9][CH2:8][CH2:7][CH2:6][CH2:5][C:4]([OH:24])=[O:3]. The catalyst class is: 74. (6) Reactant: [CH3:1][O:2][CH2:3][CH2:4][C:5](Cl)=[O:6].[C:8]1([S:14][CH2:15][CH2:16][CH2:17][CH2:18][CH2:19][NH:20][C:21]2[C:30]3[C:25](=[CH:26][CH:27]=[CH:28][CH:29]=3)[N:24]=[CH:23][C:22]=2[NH2:31])[CH:13]=[CH:12][CH:11]=[CH:10][CH:9]=1. Product: [CH3:1][O:2][CH2:3][CH2:4][C:5]([NH:31][C:22]1[CH:23]=[N:24][C:25]2[C:30]([C:21]=1[NH:20][CH2:19][CH2:18][CH2:17][CH2:16][CH2:15][S:14][C:8]1[CH:13]=[CH:12][CH:11]=[CH:10][CH:9]=1)=[CH:29][CH:28]=[CH:27][CH:26]=2)=[O:6]. The catalyst class is: 17. (7) Reactant: [NH2:1][C:2]1[CH:3]=[C:4]([CH:19]=[CH:20][C:21]=1[O:22][CH:23]1[CH2:25][CH2:24]1)[C:5]([NH:7][C:8]1[S:9][C:10]([C:13]2[CH:18]=[CH:17][CH:16]=[CH:15][CH:14]=2)=[N:11][N:12]=1)=[O:6].C(N(C(C)C)C(C)C)C.Cl.[N:36]1([CH2:42][C:43](O)=[O:44])[CH2:41][CH2:40][O:39][CH2:38][CH2:37]1.C1CN([P+](ON2N=NC3C=CC=CC2=3)(N2CCCC2)N2CCCC2)CC1.F[P-](F)(F)(F)(F)F. Product: [CH:23]1([O:22][C:21]2[CH:20]=[CH:19][C:4]([C:5]([NH:7][C:8]3[S:9][C:10]([C:13]4[CH:18]=[CH:17][CH:16]=[CH:15][CH:14]=4)=[N:11][N:12]=3)=[O:6])=[CH:3][C:2]=2[NH:1][C:43](=[O:44])[CH2:42][N:36]2[CH2:41][CH2:40][O:39][CH2:38][CH2:37]2)[CH2:24][CH2:25]1. The catalyst class is: 3.